This data is from Full USPTO retrosynthesis dataset with 1.9M reactions from patents (1976-2016). The task is: Predict the reactants needed to synthesize the given product. Given the product [CH3:1][O:2][C:3]1[CH:8]=[C:7]([O:9][CH3:10])[CH:6]=[CH:5][C:4]=1[CH2:11][N:12]1[C:17](=[O:18])[CH:16]2[C:14]([C:22]3[CH:27]=[CH:26][C:25]([Cl:28])=[C:24]([Cl:29])[CH:23]=3)([CH:15]2[C:19]([OH:21])=[O:20])[C:13]1=[O:30], predict the reactants needed to synthesize it. The reactants are: [CH3:1][O:2][C:3]1[CH:8]=[C:7]([O:9][CH3:10])[CH:6]=[CH:5][C:4]=1[CH2:11][N:12]1[C:17](=[O:18])[CH:16]2[C:14]([C:22]3[CH:27]=[CH:26][C:25]([Cl:28])=[C:24]([Cl:29])[CH:23]=3)([CH:15]2[C:19]([O-:21])=[O:20])[C:13]1=[O:30].